The task is: Regression. Given two drug SMILES strings and cell line genomic features, predict the synergy score measuring deviation from expected non-interaction effect.. This data is from NCI-60 drug combinations with 297,098 pairs across 59 cell lines. (1) Drug 1: CCN(CC)CCCC(C)NC1=C2C=C(C=CC2=NC3=C1C=CC(=C3)Cl)OC. Drug 2: CC12CCC3C(C1CCC2OP(=O)(O)O)CCC4=C3C=CC(=C4)OC(=O)N(CCCl)CCCl.[Na+]. Cell line: SNB-75. Synergy scores: CSS=5.55, Synergy_ZIP=-2.52, Synergy_Bliss=-1.86, Synergy_Loewe=-5.80, Synergy_HSA=-1.45. (2) Drug 1: CC1=C(N=C(N=C1N)C(CC(=O)N)NCC(C(=O)N)N)C(=O)NC(C(C2=CN=CN2)OC3C(C(C(C(O3)CO)O)O)OC4C(C(C(C(O4)CO)O)OC(=O)N)O)C(=O)NC(C)C(C(C)C(=O)NC(C(C)O)C(=O)NCCC5=NC(=CS5)C6=NC(=CS6)C(=O)NCCC[S+](C)C)O. Drug 2: CN1C2=C(C=C(C=C2)N(CCCl)CCCl)N=C1CCCC(=O)O.Cl. Cell line: MALME-3M. Synergy scores: CSS=7.18, Synergy_ZIP=-3.38, Synergy_Bliss=-0.819, Synergy_Loewe=-4.75, Synergy_HSA=-1.23.